Binary Classification. Given a drug SMILES string, predict its activity (active/inactive) in a high-throughput screening assay against a specified biological target. From a dataset of Choline transporter screen with 302,306 compounds. (1) The result is 1 (active). The molecule is Clc1nc(SC)nc(NCC)c1. (2) The drug is N(/c1cc2c(cc1)cccc2)=C(\N=C(\N)N)N. The result is 0 (inactive). (3) The compound is o1c=2c(c/c(=C(/NNC(=O)CC#N)C)c1=O)C=CC(=O)C2. The result is 0 (inactive).